Dataset: Reaction yield outcomes from USPTO patents with 853,638 reactions. Task: Predict the reaction yield, written as a fraction of the theoretical maximum amount of product (1.0 means a 100% yield; for example, 0.34 means a 34% yield). (1) The reactants are [F:1][C:2]([F:37])([F:36])[C:3]1[CH:4]=[C:5]([CH:29]=[C:30]([C:32]([F:35])([F:34])[F:33])[CH:31]=1)[CH2:6][N:7]([C:10]1[C:19]2[C:14](=[CH:15][CH:16]=[CH:17][CH:18]=2)[N:13]=[C:12]([N:20]([CH2:23][CH:24]2[CH2:28][CH2:27][CH2:26][CH2:25]2)[CH2:21][CH3:22])[CH:11]=1)[C:8]#[N:9].[N-:38]=[N+:39]=[N-:40].[Na+].O.Cl.[C:44](OCC)(=O)C. The catalyst is [Br-].[Zn+2].[Br-]. The product is [F:35][C:32]([F:34])([F:33])[C:30]1[CH:29]=[C:5]([CH:4]=[C:3]([C:2]([F:1])([F:37])[F:36])[CH:31]=1)[CH2:6][N:7]([CH2:10][C:11]1[C:12]([N:20]([CH2:23][CH:24]2[CH2:28][CH2:27][CH2:26][CH2:25]2)[CH2:21][CH3:22])=[N:13][C:14]2[C:19]([CH:44]=1)=[CH:18][CH:17]=[CH:16][CH:15]=2)[C:8]1[NH:9][N:40]=[N:39][N:38]=1. The yield is 0.350. (2) The reactants are [C:1](/[C:3](=[C:11](/[N:13]1[CH2:18][CH2:17][CH:16]([OH:19])[CH2:15][CH2:14]1)\[CH3:12])/[C:4](=[S:10])/[N:5]=[CH:6]/N(C)C)#[N:2].[OH-].[Na+].Cl[CH2:23][C:24]([NH2:26])=[O:25].O. The catalyst is CN(C)C=O. The product is [NH2:2][C:1]1[C:3]2[C:4](=[N:5][CH:6]=[CH:12][C:11]=2[N:13]2[CH2:14][CH2:15][CH:16]([OH:19])[CH2:17][CH2:18]2)[S:10][C:23]=1[C:24]([NH2:26])=[O:25]. The yield is 0.180. (3) The reactants are Br[CH2:2][C:3]1[CH:4]=[C:5]([C:12]2([C:23]3[CH:28]=[CH:27][CH:26]=[C:25]([C:29]4[CH:30]=[N:31][CH:32]=[N:33][CH:34]=4)[CH:24]=3)[C:20]3[C:15](=[C:16]([F:21])[CH:17]=[CH:18][CH:19]=3)[C:14]([NH2:22])=[N:13]2)[CH:6]=[C:7]([CH3:11])[C:8]=1[O:9][CH3:10].[C-:35]#[N:36].[K+]. The catalyst is CC#N. The product is [NH2:22][C:14]1[C:15]2[C:20](=[CH:19][CH:18]=[CH:17][C:16]=2[F:21])[C:12]([C:5]2[CH:6]=[C:7]([CH3:11])[C:8]([O:9][CH3:10])=[C:3]([CH2:2][C:35]#[N:36])[CH:4]=2)([C:23]2[CH:28]=[CH:27][CH:26]=[C:25]([C:29]3[CH:30]=[N:31][CH:32]=[N:33][CH:34]=3)[CH:24]=2)[N:13]=1. The yield is 0.120.